This data is from Full USPTO retrosynthesis dataset with 1.9M reactions from patents (1976-2016). The task is: Predict the reactants needed to synthesize the given product. (1) The reactants are: [CH:1]([S:3]([O:6][C:7]1[CH:12]=[CH:11][CH:10]=[CH:9][CH:8]=1)(=[O:5])=[O:4])=[CH2:2].[CH3:13][CH:14]([CH3:48])[C@H:15]([NH:22][C:23]([C:25]1[C:34]2[C:29](=[CH:30][CH:31]=[CH:32][CH:33]=2)[N:28]=[C:27]([C:35]2[CH:40]=[CH:39][CH:38]=[CH:37][CH:36]=2)[C:26]=1[CH2:41][N:42]1[CH2:47][CH2:46][NH:45][CH2:44][CH2:43]1)=[O:24])[C:16]1[CH:21]=[CH:20][CH:19]=[CH:18][CH:17]=1. Given the product [C:7]1([O:6][S:3]([CH2:1][CH2:2][N:45]2[CH2:44][CH2:43][N:42]([CH2:41][C:26]3[C:27]([C:35]4[CH:40]=[CH:39][CH:38]=[CH:37][CH:36]=4)=[N:28][C:29]4[C:34]([C:25]=3[C:23](=[O:24])[NH:22][C@H:15]([C:16]3[CH:17]=[CH:18][CH:19]=[CH:20][CH:21]=3)[CH:14]([CH3:48])[CH3:13])=[CH:33][CH:32]=[CH:31][CH:30]=4)[CH2:47][CH2:46]2)(=[O:4])=[O:5])[CH:12]=[CH:11][CH:10]=[CH:9][CH:8]=1, predict the reactants needed to synthesize it. (2) Given the product [Br:1][C:2]1[CH:7]=[CH:6][C:5]([N:11]2[CH2:12][CH:13]3[CH2:22][CH:9]([N:14]3[C:15]([O:17][C:18]([CH3:21])([CH3:20])[CH3:19])=[O:16])[CH2:10]2)=[CH:4][CH:3]=1, predict the reactants needed to synthesize it. The reactants are: [Br:1][C:2]1[CH:7]=[CH:6][C:5](I)=[CH:4][CH:3]=1.[CH:9]12[CH2:22][CH:13]([N:14]1[C:15]([O:17][C:18]([CH3:21])([CH3:20])[CH3:19])=[O:16])[CH2:12][NH:11][CH2:10]2.CC1(C)C2C(=C(P(C3C=CC=CC=3)C3C=CC=CC=3)C=CC=2)OC2C(P(C3C=CC=CC=3)C3C=CC=CC=3)=CC=CC1=2.CC(C)([O-])C.[Na+].